From a dataset of Catalyst prediction with 721,799 reactions and 888 catalyst types from USPTO. Predict which catalyst facilitates the given reaction. (1) Reactant: [Cl:1][C:2]1[CH:7]=[CH:6][C:5]([CH:8]([C:36]2[CH:41]=[CH:40][C:39]([Cl:42])=[CH:38][CH:37]=2)[C:9]2[CH:10]=[C:11]3[C:16](=[CH:17][CH:18]=2)[N:15]=[CH:14][N:13]=[C:12]3[NH:19][CH:20]2[CH2:24][CH2:23][N:22]([CH2:25][C:26]3[CH:35]=[CH:34][C:29]([C:30]([O:32]C)=[O:31])=[CH:28][CH:27]=3)[CH2:21]2)=[CH:4][CH:3]=1.[OH-].[Na+]. Product: [Cl:1][C:2]1[CH:7]=[CH:6][C:5]([CH:8]([C:36]2[CH:37]=[CH:38][C:39]([Cl:42])=[CH:40][CH:41]=2)[C:9]2[CH:10]=[C:11]3[C:16](=[CH:17][CH:18]=2)[N:15]=[CH:14][N:13]=[C:12]3[NH:19][CH:20]2[CH2:24][CH2:23][N:22]([CH2:25][C:26]3[CH:35]=[CH:34][C:29]([C:30]([OH:32])=[O:31])=[CH:28][CH:27]=3)[CH2:21]2)=[CH:4][CH:3]=1. The catalyst class is: 5. (2) Product: [OH:32][C:25]1([C:2]2[C:3]([CH2:11][OH:12])=[CH:4][C:5]3[O:9][CH2:8][O:7][C:6]=3[CH:10]=2)[C:26]2[C:31](=[CH:30][CH:29]=[CH:28][CH:27]=2)[N:23]([CH2:18][CH2:19][CH2:20][CH2:21][CH3:22])[C:24]1=[O:33]. The catalyst class is: 1. Reactant: Br[C:2]1[C:3]([CH2:11][OH:12])=[CH:4][C:5]2[O:9][CH2:8][O:7][C:6]=2[CH:10]=1.[Li]CCCC.[CH2:18]([N:23]1[C:31]2[C:26](=[CH:27][CH:28]=[CH:29][CH:30]=2)[C:25](=[O:32])[C:24]1=[O:33])[CH2:19][CH2:20][CH2:21][CH3:22]. (3) Reactant: [C:1]([O-:4])([O-])=[O:2].[Na+].[Na+].C[C:8]1[CH:13]=[CH:12][N:11]=[C:10]2[NH:14][CH:15]=[N:16][C:9]=12.[O-][Mn](=O)(=O)=O.[K+]. Product: [N:16]1[C:9]2[C:10](=[N:11][CH:12]=[CH:13][C:8]=2[C:1]([OH:4])=[O:2])[NH:14][CH:15]=1. The catalyst class is: 6. (4) Reactant: [CH2:1]([O:8][C:9]1[CH:10]=[N+:11]([O-])[CH:12]=[C:13]([Br:15])[CH:14]=1)[C:2]1[CH:7]=[CH:6][CH:5]=[CH:4][CH:3]=1.C[Si]([C:21]#[N:22])(C)C.C(N(CC)CC)C. Product: [CH2:1]([O:8][C:9]1[CH:14]=[C:13]([Br:15])[C:12]([C:21]#[N:22])=[N:11][CH:10]=1)[C:2]1[CH:7]=[CH:6][CH:5]=[CH:4][CH:3]=1. The catalyst class is: 10. (5) Reactant: [CH:1]1([CH:4]=[CH:5][C:6]2[CH:7]=[C:8]([CH:20]=[CH:21][CH:22]=2)[O:9][C:10]2[CH:15]=[CH:14][C:13]([N+:16]([O-:18])=[O:17])=[CH:12][C:11]=2[CH3:19])[CH2:3][CH2:2]1.C1(SSC2C=CC=CC=2)C=CC=CC=1.N(C(CC)C#N)=NC(CC)C#N. Product: [CH:1]1(/[CH:4]=[CH:5]/[C:6]2[CH:7]=[C:8]([CH:20]=[CH:21][CH:22]=2)[O:9][C:10]2[CH:15]=[CH:14][C:13]([N+:16]([O-:18])=[O:17])=[CH:12][C:11]=2[CH3:19])[CH2:3][CH2:2]1. The catalyst class is: 7.